Dataset: Full USPTO retrosynthesis dataset with 1.9M reactions from patents (1976-2016). Task: Predict the reactants needed to synthesize the given product. (1) Given the product [NH2:1][C:2]1[N:3]=[C:4]([NH:17][CH:18]2[CH2:19][CH2:20][N:21]([S:24]([C:27]3[CH:28]=[CH:29][C:30]([N:34]4[CH:38]=[CH:37][N:36]=[CH:35]4)=[CH:31][CH:32]=3)(=[O:25])=[O:26])[CH2:22][CH2:23]2)[S:5][C:6]=1[C:7]([C:9]1[C:14]([F:15])=[CH:13][CH:12]=[CH:11][C:10]=1[F:16])=[O:8], predict the reactants needed to synthesize it. The reactants are: [NH2:1][C:2]1[N:3]=[C:4]([NH:17][CH:18]2[CH2:23][CH2:22][N:21]([S:24]([C:27]3[CH:32]=[CH:31][C:30](F)=[CH:29][CH:28]=3)(=[O:26])=[O:25])[CH2:20][CH2:19]2)[S:5][C:6]=1[C:7]([C:9]1[C:14]([F:15])=[CH:13][CH:12]=[CH:11][C:10]=1[F:16])=[O:8].[NH:34]1[CH:38]=[CH:37][N:36]=[CH:35]1.[H-].[Na+]. (2) Given the product [C:25]([C:7]1[CH:8]=[C:9]2[C:14](=[CH:15][CH:16]=1)[CH:13]1[CH:17]([C:18]([O:20][CH2:21][CH3:22])=[O:19])[CH:12]1[CH2:11][CH2:10]2)#[N:26], predict the reactants needed to synthesize it. The reactants are: FC(F)(F)S(O[C:7]1[CH:8]=[C:9]2[C:14](=[CH:15][CH:16]=1)[CH:13]1[CH:17]([C:18]([O:20][CH2:21][CH3:22])=[O:19])[CH:12]1[CH2:11][CH2:10]2)(=O)=O.[CH3:25][N:26](C=O)C. (3) Given the product [C:22]([O:21][C:19]([N:1]1[C:10]2[C:5](=[CH:6][CH:7]=[CH:8][CH:9]=2)[CH:4]=[CH:3][C:29]1([CH3:31])[CH3:32])=[O:20])([CH3:23])([CH3:24])[CH3:25], predict the reactants needed to synthesize it. The reactants are: [N:1]1[C:10]2[C:5](=[CH:6][CH:7]=[CH:8][CH:9]=2)[CH:4]=[CH:3]C=1.[C:19](O[C:19]([O:21][C:22]([CH3:25])([CH3:24])[CH3:23])=[O:20])([O:21][C:22]([CH3:25])([CH3:24])[CH3:23])=[O:20].CCO[C:29]([CH3:31])=O.[CH3:32]CCCCC. (4) The reactants are: Br[CH2:2][CH2:3][CH2:4][CH2:5][CH2:6][CH2:7][O:8][C:9]1[CH:10]=[C:11]2[C:15](=[CH:16][CH:17]=1)[N:14]([C:18]1[CH:23]=[CH:22][C:21]([F:24])=[CH:20][CH:19]=1)[CH:13]=[CH:12]2.[H-].[Na+].[CH3:27][CH2:28]OCC.O.[CH3:33][N:34]([CH:36]=O)C. Given the product [CH:36]1([N:34]([CH2:2][CH2:3][CH2:4][CH2:5][CH2:6][CH2:7][O:8][C:9]2[CH:10]=[C:11]3[C:15](=[CH:16][CH:17]=2)[N:14]([C:18]2[CH:23]=[CH:22][C:21]([F:24])=[CH:20][CH:19]=2)[CH:13]=[CH:12]3)[CH3:33])[CH2:28][CH2:27]1, predict the reactants needed to synthesize it. (5) Given the product [F:31][C:27]1([F:30])[CH2:28][CH2:29][CH:25]([C:22]2([C:17]3[N:16]=[C:15]4[S:14][C:13]([C:10]5[CH:11]=[CH:12][C:7]([CH:2]=[O:1])=[CH:8][C:9]=5[F:32])=[N:21][C:20]4=[CH:19][CH:18]=3)[CH2:23][CH2:24]2)[CH2:26]1, predict the reactants needed to synthesize it. The reactants are: [O:1]1CCCO[CH:2]1[C:7]1[CH:12]=[CH:11][C:10]([C:13]2[S:14][C:15]3[C:20]([N:21]=2)=[CH:19][CH:18]=[C:17]([C:22]2([CH:25]4[CH2:29][CH2:28][C:27]([F:31])([F:30])[CH2:26]4)[CH2:24][CH2:23]2)[N:16]=3)=[C:9]([F:32])[CH:8]=1.Cl. (6) Given the product [NH:1]1[C:11]2[C:6](=[CH:7][CH:8]=[CH:9][CH:10]=2)[CH:4]=[CH:2]1, predict the reactants needed to synthesize it. The reactants are: [NH:1]1[C:11]2[C:6](=[CH:7][CH:8]=[CH:9][CH:10]=2)[C:4](=O)[C:2]1=O.C(O)(=O)CC(O)=O.C([K])C.C(OCC)(=O)C.CCCCCC.